This data is from Catalyst prediction with 721,799 reactions and 888 catalyst types from USPTO. The task is: Predict which catalyst facilitates the given reaction. (1) Reactant: [ClH:1].[CH3:2][N:3]([CH3:31])[C:4]1[CH:27]=[C:26]([CH:28]([CH3:30])[CH3:29])[CH:25]=[CH:24][C:5]=1[C:6]([NH:8][C:9]1[CH:14]=[CH:13][C:12]([NH:15][CH2:16][CH2:17][C:18]2[CH:23]=[CH:22][CH:21]=[CH:20][N:19]=2)=[CH:11][CH:10]=1)=[O:7]. Product: [ClH:1].[ClH:1].[ClH:1].[CH3:31][N:3]([CH3:2])[C:4]1[CH:27]=[C:26]([CH:28]([CH3:29])[CH3:30])[CH:25]=[CH:24][C:5]=1[C:6]([NH:8][C:9]1[CH:10]=[CH:11][C:12]([NH:15][CH2:16][CH2:17][C:18]2[CH:23]=[CH:22][CH:21]=[CH:20][N:19]=2)=[CH:13][CH:14]=1)=[O:7]. The catalyst class is: 13. (2) Reactant: [Si]([O:8][CH2:9][C:10]1[S:14][C:13]([C:15]2[N:20]=[N:19][C:18]([N:21]([CH2:29][C:30]3([C:34]4[C:39]([F:40])=[CH:38][CH:37]=[CH:36][N:35]=4)[CH2:33][CH2:32][CH2:31]3)[C:22](=[O:28])[O:23][C:24]([CH3:27])([CH3:26])[CH3:25])=[CH:17][CH:16]=2)=[N:12][CH:11]=1)(C(C)(C)C)(C)C.CCCC[N+](CCCC)(CCCC)CCCC.[F-].[Cl-].[NH4+]. Product: [C:24]([O:23][C:22](=[O:28])[N:21]([CH2:29][C:30]1([C:34]2[C:39]([F:40])=[CH:38][CH:37]=[CH:36][N:35]=2)[CH2:33][CH2:32][CH2:31]1)[C:18]1[N:19]=[N:20][C:15]([C:13]2[S:14][C:10]([CH2:9][OH:8])=[CH:11][N:12]=2)=[CH:16][CH:17]=1)([CH3:27])([CH3:25])[CH3:26]. The catalyst class is: 1. (3) Reactant: [OH:1][C@@H:2]1[CH2:6][NH:5][C@@H:4]([C:7]([OH:9])=[O:8])[CH2:3]1.[C:10](O[C:10]([O:12][C:13]([CH3:16])([CH3:15])[CH3:14])=[O:11])([O:12][C:13]([CH3:16])([CH3:15])[CH3:14])=[O:11].C(N(CC)CC)C. Product: [C:13]([O:12][C:10]([N:5]1[CH2:6][C@@H:2]([OH:1])[CH2:3][C@@H:4]1[C:7]([OH:9])=[O:8])=[O:11])([CH3:16])([CH3:15])[CH3:14]. The catalyst class is: 5. (4) Reactant: [C:1]([O:4][CH:5]1[C:9]2=[N:10][CH:11]=[C:12]([N+:35]([O-])=O)[C:13]([N:14]3[CH2:19][C@H:18]([CH:20]4[CH2:22][CH2:21]4)[C@@H:17]([O:23][C:24](=[O:26])[CH3:25])[C@H:16]([NH:27][C:28]([O:30][C:31]([CH3:34])([CH3:33])[CH3:32])=[O:29])[CH2:15]3)=[C:8]2[CH2:7][CH2:6]1)(=[O:3])[CH3:2]. Product: [C:24]([O:23][C@@H:17]1[C@@H:18]([CH:20]2[CH2:21][CH2:22]2)[CH2:19][N:14]([C:13]2[C:12]([NH2:35])=[CH:11][N:10]=[C:9]3[CH:5]([O:4][C:1](=[O:3])[CH3:2])[CH2:6][CH2:7][C:8]=23)[CH2:15][C@H:16]1[NH:27][C:28]([O:30][C:31]([CH3:34])([CH3:33])[CH3:32])=[O:29])(=[O:26])[CH3:25]. The catalyst class is: 191. (5) Reactant: [Cl:1][C:2]1[CH:7]=[CH:6][C:5]([C:8]2[S:9][C:10]3[C:11](=[O:28])[N:12](CC4C=CC(OC)=C(OC)C=4)[CH2:13][CH2:14][C:15]=3[N:16]=2)=[CH:4][CH:3]=1.C1(C)C=CC(S(O)(=O)=O)=CC=1. Product: [Cl:1][C:2]1[CH:7]=[CH:6][C:5]([C:8]2[S:9][C:10]3[C:11](=[O:28])[NH:12][CH2:13][CH2:14][C:15]=3[N:16]=2)=[CH:4][CH:3]=1. The catalyst class is: 11. (6) Reactant: [CH3:1][O:2][SiH:3]([O:10][CH3:11])[NH:4][SiH:5]([O:8][CH3:9])[O:6][CH3:7].C(N(CC)CC)C.[CH3:19][O:20][SiH:21]([O:23][CH3:24])Cl. Product: [CH3:7][O:6][SiH:5]([N:4]([SiH:21]([O:23][CH3:24])[O:20][CH3:19])[SiH:3]([O:10][CH3:11])[O:2][CH3:1])[O:8][CH3:9]. The catalyst class is: 81. (7) The catalyst class is: 4. Product: [Cl:1][C:2]1[CH:7]=[C:6]([F:8])[CH:5]=[CH:4][C:3]=1[S:9]([NH:12][CH2:13][CH2:14][CH2:15][NH:16][C:17]([C@@H:19]([NH:24][C:25]([C:27]1[C:28]2[CH2:29][CH2:30][N:31]([CH2:38][C:39]3[CH:44]=[CH:43][CH:42]=[CH:41][CH:40]=3)[CH2:32][C:33]=2[CH:34]=[CH:35][CH:36]=1)=[O:26])[CH2:20][CH:21]([CH3:23])[CH3:22])=[O:18])(=[O:11])=[O:10]. Reactant: [Cl:1][C:2]1[CH:7]=[C:6]([F:8])[CH:5]=[CH:4][C:3]=1[S:9]([NH:12][CH2:13][CH2:14][CH2:15][NH:16][C:17]([C@@H:19]([NH:24][C:25]([C:27]1[C:28]2[CH2:29][CH2:30][NH:31][CH2:32][C:33]=2[CH:34]=[CH:35][CH:36]=1)=[O:26])[CH2:20][CH:21]([CH3:23])[CH3:22])=[O:18])(=[O:11])=[O:10].Cl[CH2:38][C:39]1[CH:44]=[CH:43][CH:42]=[CH:41][CH:40]=1.C(N(CC)CC)C. (8) Reactant: [CH2:1]([NH2:5])[CH2:2][CH2:3][NH2:4].[C:6]([N:14]=[C:15]=[S:16])(=[O:13])[C:7]1[CH:12]=[CH:11][CH:10]=[CH:9][CH:8]=1. Product: [CH2:1]([NH:5][C:15]([NH:14][C:6](=[O:13])[C:7]1[CH:8]=[CH:9][CH:10]=[CH:11][CH:12]=1)=[S:16])[CH2:2][CH2:3][NH:4][C:15]([NH:14][C:6](=[O:13])[C:7]1[CH:12]=[CH:11][CH:10]=[CH:9][CH:8]=1)=[S:16]. The catalyst class is: 2.